From a dataset of Full USPTO retrosynthesis dataset with 1.9M reactions from patents (1976-2016). Predict the reactants needed to synthesize the given product. (1) Given the product [CH2:27]([N:24]1[C:19]2=[N:20][C:21]([CH2:22][CH3:23])=[C:16]([CH2:15][NH:14][C:12](=[O:13])[CH2:11][C:10]([NH:9][CH2:8][C:4]3[CH:3]=[C:2]([C:43]4[CH:42]=[CH:41][CH:40]=[C:39]([CH:37]=[O:38])[CH:44]=4)[CH:7]=[CH:6][CH:5]=3)=[O:36])[C:17]([NH:29][CH:30]3[CH2:35][CH2:34][O:33][CH2:32][CH2:31]3)=[C:18]2[CH:26]=[N:25]1)[CH3:28], predict the reactants needed to synthesize it. The reactants are: Br[C:2]1[CH:3]=[C:4]([CH2:8][NH:9][C:10](=[O:36])[CH2:11][C:12]([NH:14][CH2:15][C:16]2[C:17]([NH:29][CH:30]3[CH2:35][CH2:34][O:33][CH2:32][CH2:31]3)=[C:18]3[CH:26]=[N:25][N:24]([CH2:27][CH3:28])[C:19]3=[N:20][C:21]=2[CH2:22][CH3:23])=[O:13])[CH:5]=[CH:6][CH:7]=1.[CH:37]([C:39]1[CH:40]=[C:41](B(O)O)[CH:42]=[CH:43][CH:44]=1)=[O:38].C([O-])([O-])=O.[K+].[K+]. (2) Given the product [F:1][C:2]1[CH:3]=[C:4]([CH:34]=[CH:35][CH:36]=1)[CH2:5][O:6][C:7]1[CH:8]=[CH:9][C:10]([O:11][CH:12]2[CH2:17][CH2:16][N:15]([C:18]([NH:20][C:21]3[CH:22]=[C:23]([CH:29]=[CH:30][CH:31]=3)[C:24]([OH:26])=[O:25])=[O:19])[CH2:14][CH2:13]2)=[CH:32][CH:33]=1, predict the reactants needed to synthesize it. The reactants are: [F:1][C:2]1[CH:3]=[C:4]([CH:34]=[CH:35][CH:36]=1)[CH2:5][O:6][C:7]1[CH:33]=[CH:32][C:10]([O:11][CH:12]2[CH2:17][CH2:16][N:15]([C:18]([NH:20][C:21]3[CH:22]=[C:23]([CH:29]=[CH:30][CH:31]=3)[C:24]([O:26]CC)=[O:25])=[O:19])[CH2:14][CH2:13]2)=[CH:9][CH:8]=1.CO.[OH-].[Na+].Cl. (3) Given the product [Cl:14][C:4]1[CH:5]=[C:6]2[CH:10]=[CH:9][S:8][C:7]2=[C:2]([Cl:1])[N:3]=1, predict the reactants needed to synthesize it. The reactants are: [Cl:1][C:2]1[N+:3]([O-])=[CH:4][CH:5]=[C:6]2[CH:10]=[CH:9][S:8][C:7]=12.O=P(Cl)(Cl)[Cl:14]. (4) Given the product [O:34]=[C:35]([OH:46])[C@@H:36]([C@H:38]([C@@H:40]([C@@H:42]([CH2:44][OH:45])[OH:43])[OH:41])[OH:39])[OH:37].[CH2:1]([C:2]1[CH:11]=[CH:10][C:9]([N:12]2[CH2:17][CH2:16][N:15]([CH3:18])[CH2:14][CH2:13]2)=[C:8]2[C:3]=1[CH2:4][CH2:5][C@@H:6]([NH:19][C:20](=[O:33])[C:21]1[CH:26]=[CH:25][C:24]([N:27]3[CH2:32][CH2:31][O:30][CH2:29][CH2:28]3)=[CH:23][CH:22]=1)[CH2:7]2)[CH3:35], predict the reactants needed to synthesize it. The reactants are: [CH3:1][C:2]1[CH:11]=[CH:10][C:9]([N:12]2[CH2:17][CH2:16][N:15]([CH3:18])[CH2:14][CH2:13]2)=[C:8]2[C:3]=1[CH2:4][CH2:5][C@@H:6]([NH:19][C:20](=[O:33])[C:21]1[CH:26]=[CH:25][C:24]([N:27]3[CH2:32][CH2:31][O:30][CH2:29][CH2:28]3)=[CH:23][CH:22]=1)[CH2:7]2.[O:34]=[C:35]([OH:46])[C@@H:36]([C@H:38]([C@@H:40]([C@@H:42]([CH2:44][OH:45])[OH:43])[OH:41])[OH:39])[OH:37]. (5) Given the product [CH:1]([C:3]1[CH:10]=[CH:9][C:19]([C:17]([OH:16])=[O:18])=[C:5]([N+:11]([O-:13])=[O:12])[CH:4]=1)=[O:2], predict the reactants needed to synthesize it. The reactants are: [CH:1]([C:3]1[CH:10]=[CH:9]C(C#N)=[C:5]([N+:11]([O-:13])=[O:12])[CH:4]=1)=[O:2].CC[O:16][C:17]([CH3:19])=[O:18]. (6) Given the product [O:25]1[C:30]2[CH:31]=[CH:32][CH:33]=[CH:34][C:29]=2[N:28]([CH:11]2[C:12]3[C:17](=[CH:16][CH:15]=[CH:14][CH:13]=3)[N:8]([C:6](=[O:7])[C:5]3[CH:20]=[CH:21][C:22]([O:23][CH3:24])=[C:3]([O:2][CH3:1])[CH:4]=3)[CH:9]([CH3:19])[CH2:10]2)[CH2:27][CH2:26]1, predict the reactants needed to synthesize it. The reactants are: [CH3:1][O:2][C:3]1[CH:4]=[C:5]([CH:20]=[CH:21][C:22]=1[O:23][CH3:24])[C:6]([N:8]1[C:17]2[C:12](=[CH:13][CH:14]=[CH:15][CH:16]=2)[C@H:11](O)[CH2:10][C@@H:9]1[CH3:19])=[O:7].[O:25]1[C:30]2[CH:31]=[CH:32][CH:33]=[CH:34][C:29]=2[NH:28][CH2:27][CH2:26]1. (7) The reactants are: Cl.[CH3:2][C:3]1([C:9]([O:11][CH2:12][CH3:13])=[O:10])[CH2:8][CH2:7][NH:6][CH2:5][CH2:4]1.CCN(C(C)C)C(C)C.[Br:23][C:24]1[CH:25]=[N:26][C:27](Cl)=[N:28][CH:29]=1. Given the product [Br:23][C:24]1[CH:25]=[N:26][C:27]([N:6]2[CH2:7][CH2:8][C:3]([CH3:2])([C:9]([O:11][CH2:12][CH3:13])=[O:10])[CH2:4][CH2:5]2)=[N:28][CH:29]=1, predict the reactants needed to synthesize it. (8) The reactants are: Cl[C:2]1[CH:17]=[C:16]([CH:18]([CH3:20])[CH3:19])[C:5]([C:6]([NH:8][CH2:9][CH:10]2[CH2:15][CH2:14][O:13][CH2:12][CH2:11]2)=[O:7])=[CH:4][N:3]=1.[NH2:21][C:22]1[CH:29]=[CH:28][C:25]([C:26]#[N:27])=[CH:24][C:23]=1[CH3:30].C(=O)([O-])[O-].[Cs+].[Cs+].C(OCC)(=O)C. Given the product [C:26]([C:25]1[CH:28]=[CH:29][C:22]([NH:21][C:2]2[CH:17]=[C:16]([CH:18]([CH3:20])[CH3:19])[C:5]([C:6]([NH:8][CH2:9][CH:10]3[CH2:15][CH2:14][O:13][CH2:12][CH2:11]3)=[O:7])=[CH:4][N:3]=2)=[C:23]([CH3:30])[CH:24]=1)#[N:27], predict the reactants needed to synthesize it. (9) The reactants are: [CH2:1]([N:3]1[C:7](=[NH:8])/[C:6](=[CH:9]/[C:10]2[CH:15]=[CH:14][C:13]([O:16]CC3C=CC(OC)=CC=3)=[C:12]([O:26][CH3:27])[CH:11]=2)/[NH:5][C:4]1=[O:28])[CH3:2]. Given the product [CH2:1]([N:3]1[C:7](=[NH:8])/[C:6](=[CH:9]/[C:10]2[CH:15]=[CH:14][C:13]([OH:16])=[C:12]([O:26][CH3:27])[CH:11]=2)/[NH:5][C:4]1=[O:28])[CH3:2], predict the reactants needed to synthesize it. (10) Given the product [F:21][C:18]1[CH:19]=[C:20]2[C:15]([CH:14]=[CH:13][C:12](=[O:22])[N:11]2[CH2:10][CH2:9][N:5]2[CH2:6][C@@H:7]([OH:8])[C@@H:3]([CH2:2][NH:1][CH2:34][C:32]3[CH:31]=[CH:30][C:27]4[O:28][CH2:29][C:24](=[O:23])[NH:25][C:26]=4[N:33]=3)[CH2:4]2)=[CH:16][CH:17]=1, predict the reactants needed to synthesize it. The reactants are: [NH2:1][CH2:2][C@@H:3]1[C@H:7]([OH:8])[CH2:6][N:5]([CH2:9][CH2:10][N:11]2[C:20]3[C:15](=[CH:16][CH:17]=[C:18]([F:21])[CH:19]=3)[CH:14]=[CH:13][C:12]2=[O:22])[CH2:4]1.[O:23]=[C:24]1[CH2:29][O:28][C:27]2[CH:30]=[CH:31][C:32]([CH:34]=O)=[N:33][C:26]=2[NH:25]1.C(O[BH-](OC(=O)C)OC(=O)C)(=O)C.[Na+].Cl.C1(N)C(F)=C(F)C(F)=C(N)C=1F.Cl.Cl.